This data is from Forward reaction prediction with 1.9M reactions from USPTO patents (1976-2016). The task is: Predict the product of the given reaction. Given the reactants [OH:1][CH:2]([C@H:6]1[O:10][C:9]([CH3:12])([CH3:11])[O:8][C@H:7]1[CH2:13][O:14][CH2:15][C:16]([O:18][CH3:19])=[O:17])C(O)C.I([O-])(=O)(=O)=O.[Na+], predict the reaction product. The product is: [CH:2]([C@H:6]1[O:10][C:9]([CH3:12])([CH3:11])[O:8][C@H:7]1[CH2:13][O:14][CH2:15][C:16]([O:18][CH3:19])=[O:17])=[O:1].